From a dataset of Forward reaction prediction with 1.9M reactions from USPTO patents (1976-2016). Predict the product of the given reaction. (1) Given the reactants [O:1]=[C:2]1[NH:7][C:6]2[CH:8]=[C:9]([C:12](OC)=[O:13])[CH:10]=[N:11][C:5]=2[N:4]2[CH:16]=[CH:17][CH:18]=[C:3]12.[H-].[Na+].[H-].[Al+3].[Li+].[H-].[H-].[H-], predict the reaction product. The product is: [OH:13][CH2:12][C:9]1[CH:10]=[N:11][C:5]2[N:4]3[CH:16]=[CH:17][CH:18]=[C:3]3[C:2](=[O:1])[NH:7][C:6]=2[CH:8]=1. (2) Given the reactants [CH3:1][C:2]1[CH:7]=[CH:6][C:5]([CH3:8])=[CH:4][C:3]=1[NH:9][C:10]1[N:15]2[N:16]=[CH:17][C:18]([C:19](O)=[O:20])=[C:14]2[N:13]=[CH:12][C:11]=1[C:22]([N:24]1[CH2:29][CH2:28][CH:27]([C:30]2[CH:31]=[CH:32][C:33]([F:36])=[N:34][CH:35]=2)[CH2:26][CH2:25]1)=[O:23].[CH:37]1([S:40]([NH2:43])(=[O:42])=[O:41])[CH2:39][CH2:38]1, predict the reaction product. The product is: [CH3:1][C:2]1[CH:7]=[CH:6][C:5]([CH3:8])=[CH:4][C:3]=1[NH:9][C:10]1[N:15]2[N:16]=[CH:17][C:18]([C:19]([NH:43][S:40]([CH:37]3[CH2:39][CH2:38]3)(=[O:42])=[O:41])=[O:20])=[C:14]2[N:13]=[CH:12][C:11]=1[C:22]([N:24]1[CH2:25][CH2:26][CH:27]([C:30]2[CH:31]=[CH:32][C:33]([F:36])=[N:34][CH:35]=2)[CH2:28][CH2:29]1)=[O:23]. (3) Given the reactants [O:1]1[C:6]2[CH:7]=[CH:8][C:9]([S:11][C:12]3[CH:17]=[CH:16][C:15]([C:18]4[CH:23]=[CH:22][N:21]=[CH:20][CH:19]=4)=[CH:14][C:13]=3[C:24]([F:27])([F:26])[F:25])=[CH:10][C:5]=2[O:4][CH2:3][CH2:2]1.OC1CCNC1.[C:34]([NH:37][C@@H:38]1[CH2:42][CH2:41][NH:40][CH2:39]1)(=[O:36])[CH3:35], predict the reaction product. The product is: [O:1]1[C:6]2[CH:7]=[CH:8][C:9]([S:11][C:12]3[CH:17]=[CH:16][C:15]([C:18]4[CH:19]=[CH:20][N:21]=[C:22]([N:40]5[CH2:41][CH2:42][CH:38]([NH:37][C:34](=[O:36])[CH3:35])[CH2:39]5)[CH:23]=4)=[CH:14][C:13]=3[C:24]([F:25])([F:26])[F:27])=[CH:10][C:5]=2[O:4][CH2:3][CH2:2]1. (4) Given the reactants [CH3:1][C@@H:2]1OC(=O)[C@H](C)OC1=O.[C:11](N)(=O)[CH2:12]CCCCCCCCCCCCCCCCCCCC.C=C.[C:37]([O:41][CH2:42][CH2:43][CH2:44][CH3:45])(=[O:40])[CH:38]=[CH2:39].C(OCC1OC1)(=O)C(C)=C.C=C.[C:58]([O:62][CH2:63][CH2:64][CH2:65][CH3:66])(=[O:61])[CH:59]=[CH2:60].C(OCC1OC1)(=O)C(C)=C, predict the reaction product. The product is: [CH2:1]=[CH2:2].[C:37]([O:41][CH2:42][CH2:43][CH2:44][CH3:45])(=[O:40])[CH:38]=[CH2:39].[CH2:11]=[CH2:12].[C:58]([O:62][CH2:63][CH2:64][CH2:65][CH3:66])(=[O:61])[CH:59]=[CH2:60]. (5) Given the reactants [F:1][B-:2]([F:5])([F:4])[F:3].C([O+](CC)CC)C.[Cl-].[CH2:14]([N+:20]1[CH:24]=[CH:23][N:22]([CH3:25])[CH:21]=1)[CH2:15][CH2:16][CH2:17][CH2:18][CH3:19], predict the reaction product. The product is: [F:1][B-:2]([F:5])([F:4])[F:3].[CH2:14]([N+:20]1[CH:24]=[CH:23][N:22]([CH3:25])[CH:21]=1)[CH2:15][CH2:16][CH2:17][CH2:18][CH3:19].